Dataset: Forward reaction prediction with 1.9M reactions from USPTO patents (1976-2016). Task: Predict the product of the given reaction. (1) The product is: [OH:2][N:1]=[CH:4][CH2:5][C:6]1[CH:15]=[CH:14][C:9]([C:10]([O:12][CH3:13])=[O:11])=[CH:8][CH:7]=1. Given the reactants [N+:1]([CH:4]=[CH:5][C:6]1[CH:15]=[CH:14][C:9]([C:10]([O:12][CH3:13])=[O:11])=[CH:8][CH:7]=1)([O-])=[O:2].C=O.CO.[H][H], predict the reaction product. (2) Given the reactants [CH2:1]([O:8][C:9]([N:11]1[CH2:14][CH:13]([C:15]([OH:17])=O)[CH2:12]1)=[O:10])[C:2]1[CH:7]=[CH:6][CH:5]=[CH:4][CH:3]=1.Cl.[CH3:19][NH:20][O:21][CH3:22].CCN=C=NCCCN(C)C.Cl.C1C=CC2N(O)N=NC=2C=1.C(N(CC)C(C)C)(C)C, predict the reaction product. The product is: [CH3:22][O:21][N:20]([CH3:19])[C:15]([CH:13]1[CH2:12][N:11]([C:9]([O:8][CH2:1][C:2]2[CH:3]=[CH:4][CH:5]=[CH:6][CH:7]=2)=[O:10])[CH2:14]1)=[O:17]. (3) Given the reactants Cl[C:2]1[C:3]2[C:10]3[CH2:11][CH2:12][CH2:13][C:9]=3[S:8][C:4]=2[N:5]=[CH:6][N:7]=1.[CH2:14]([NH:16][CH2:17][CH3:18])[CH3:15].[C:19](O)(C)(C)C.CCOC(C)=O, predict the reaction product. The product is: [CH2:14]([N:16]([CH2:17][CH3:18])[C:2]1[C:3]2[C:10]3[CH2:19][CH2:11][CH2:12][CH2:13][C:9]=3[S:8][C:4]=2[N:5]=[CH:6][N:7]=1)[CH3:15]. (4) Given the reactants [F:1][CH:2]1[CH2:7][CH2:6][N:5]([C:8]2[CH:9]=[C:10]([N:17]3[CH2:22][CH2:21][N:20]([CH3:23])[CH2:19][CH2:18]3)[CH:11]=[CH:12][C:13]=2[N+:14]([O-])=O)[CH2:4][CH2:3]1.CCO.[NH4+].[Cl-].C([O-])(O)=O.[Na+], predict the reaction product. The product is: [F:1][CH:2]1[CH2:7][CH2:6][N:5]([C:8]2[CH:9]=[C:10]([N:17]3[CH2:18][CH2:19][N:20]([CH3:23])[CH2:21][CH2:22]3)[CH:11]=[CH:12][C:13]=2[NH2:14])[CH2:4][CH2:3]1. (5) Given the reactants C[C:2]1[C:3]([CH3:10])=[C:4]([CH:6]=[CH:7][C:8]=1[OH:9])[OH:5].[C:11](=O)([O-])[O-].[Cs+].[Cs+].Br[CH2:18][C:19]([O:21][C:22]([CH3:25])([CH3:24])[CH3:23])=[O:20].C(=O)([O-])[O-].[K+].[K+], predict the reaction product. The product is: [OH:5][C:4]1[C:3]([CH3:10])=[CH:2][C:8]([O:9][CH2:18][C:19]([O:21][C:22]([CH3:25])([CH3:24])[CH3:23])=[O:20])=[CH:7][C:6]=1[CH3:11].